The task is: Predict the reactants needed to synthesize the given product.. This data is from Full USPTO retrosynthesis dataset with 1.9M reactions from patents (1976-2016). (1) Given the product [CH3:10][C:9]1[C:2]([N:12]2[N:13]=[CH:14][CH:15]=[N:11]2)=[C:3]([CH:6]=[CH:7][CH:8]=1)[C:4]#[N:5], predict the reactants needed to synthesize it. The reactants are: F[C:2]1[C:9]([CH3:10])=[CH:8][CH:7]=[CH:6][C:3]=1[C:4]#[N:5].[N:11]1[NH:12][N:13]=[CH:14][CH:15]=1.C(=O)([O-])[O-].[K+].[K+]. (2) Given the product [CH3:3][CH:2]([O:4][C:5]1[CH:12]=[CH:11][C:10]([C:13]2[O:17][N:16]=[C:15]([C:18]3[CH:27]=[CH:26][CH:25]=[C:24]4[C:19]=3[CH2:20][CH2:21][N:22]([CH3:32])[CH2:23]4)[N:14]=2)=[CH:9][C:6]=1[C:7]#[N:8])[CH3:1], predict the reactants needed to synthesize it. The reactants are: [CH3:1][CH:2]([O:4][C:5]1[CH:12]=[CH:11][C:10]([C:13]2[O:17][N:16]=[C:15]([C:18]3[CH:27]=[CH:26][CH:25]=[C:24]4[C:19]=3[CH2:20][CH2:21][NH:22][CH2:23]4)[N:14]=2)=[CH:9][C:6]=1[C:7]#[N:8])[CH3:3].C=O.[BH-](OC(C)=O)(OC(C)=O)O[C:32](C)=O.[Na+]. (3) Given the product [F:24][C:12]1[CH:13]=[C:14]([O:17][C:18]2[CH:23]=[CH:22][CH:21]=[CH:20][CH:19]=2)[CH:15]=[CH:16][C:11]=1[C:10]1[C:3]2[C:4](=[N:5][CH:6]=[N:7][C:2]=2[NH2:1])[N:8]([C@@H:25]2[CH2:30][CH2:29][CH2:28][NH:27][CH2:26]2)[N:9]=1, predict the reactants needed to synthesize it. The reactants are: [NH2:1][C:2]1[N:7]=[CH:6][N:5]=[C:4]2[N:8]([C@@H:25]3[CH2:30][CH2:29][CH2:28][N:27](C(OC(C)(C)C)=O)[CH2:26]3)[N:9]=[C:10]([C:11]3[CH:16]=[CH:15][C:14]([O:17][C:18]4[CH:23]=[CH:22][CH:21]=[CH:20][CH:19]=4)=[CH:13][C:12]=3[F:24])[C:3]=12.FC(F)(F)C(O)=O. (4) Given the product [Cl:1][C:2]1[C:10]2[N:9]([CH2:26][CH2:25][C:22]3[CH:21]=[N:20][C:19]([C:18]([F:28])([F:17])[F:27])=[CH:24][CH:23]=3)[C:8]3[CH2:11][CH2:12][N:13]([CH3:15])[CH2:14][C:7]=3[C:6]=2[CH:5]=[C:4]([Cl:16])[CH:3]=1, predict the reactants needed to synthesize it. The reactants are: [Cl:1][C:2]1[C:10]2[NH:9][C:8]3[CH2:11][CH2:12][N:13]([CH3:15])[CH2:14][C:7]=3[C:6]=2[CH:5]=[C:4]([Cl:16])[CH:3]=1.[F:17][C:18]([F:28])([F:27])[C:19]1[CH:24]=[CH:23][C:22]([CH:25]=[CH2:26])=[CH:21][N:20]=1.[OH-].[K+]. (5) Given the product [F:42][C:30]1([F:29])[O:31][C:32]2[CH:38]=[CH:37][C:36]([O:27][C:25]3[CH:24]=[C:14]([CH:13]=[C:12]([O:11][C@@H:10]([CH3:28])[CH2:9][OH:8])[CH:26]=3)[C:15]([NH:17][C:18]3[CH:22]=[CH:21][N:20]([CH3:23])[N:19]=3)=[O:16])=[CH:35][C:33]=2[O:34]1, predict the reactants needed to synthesize it. The reactants are: [Si]([O:8][CH2:9][C@H:10]([CH3:28])[O:11][C:12]1[CH:13]=[C:14]([CH:24]=[C:25]([OH:27])[CH:26]=1)[C:15]([NH:17][C:18]1[CH:22]=[CH:21][N:20]([CH3:23])[N:19]=1)=[O:16])(C(C)(C)C)(C)C.[F:29][C:30]1([F:42])[O:34][C:33]2[CH:35]=[CH:36][C:37](B(O)O)=[CH:38][C:32]=2[O:31]1.C(N(CC)CC)C.